From a dataset of Full USPTO retrosynthesis dataset with 1.9M reactions from patents (1976-2016). Predict the reactants needed to synthesize the given product. (1) The reactants are: C[O:2][C:3](=[O:19])[C:4]1[CH:9]=[CH:8][CH:7]=[C:6]([CH2:10][O:11][C:12]2[CH:17]=[CH:16][C:15](I)=[CH:14][CH:13]=2)[CH:5]=1.[CH3:20][O:21][CH2:22][C:23]1[CH:28]=[CH:27][CH:26]=[CH:25][C:24]=1B(O)O. Given the product [CH3:20][O:21][CH2:22][C:23]1[CH:28]=[CH:27][CH:26]=[CH:25][C:24]=1[C:15]1[CH:16]=[CH:17][C:12]([O:11][CH2:10][C:6]2[CH:5]=[C:4]([CH:9]=[CH:8][CH:7]=2)[C:3]([OH:2])=[O:19])=[CH:13][CH:14]=1, predict the reactants needed to synthesize it. (2) Given the product [NH2:36][CH2:35][CH2:34][C@@H:33]([NH:32][C:6]([C:5]1[CH:9]=[CH:10][C:2]([Cl:1])=[C:3]([NH:11][C:12]([C:14]2[C:15](=[O:31])[NH:16][C:17]3[C:22]([CH:23]=2)=[CH:21][C:20]([O:24][CH2:25][CH2:26][O:27][CH3:28])=[C:19]([O:29][CH3:30])[CH:18]=3)=[O:13])[CH:4]=1)=[O:8])[C:44]1[CH:49]=[CH:48][CH:47]=[CH:46][CH:45]=1, predict the reactants needed to synthesize it. The reactants are: [Cl:1][C:2]1[CH:10]=[CH:9][C:5]([C:6]([OH:8])=O)=[CH:4][C:3]=1[NH:11][C:12]([C:14]1[C:15](=[O:31])[NH:16][C:17]2[C:22]([CH:23]=1)=[CH:21][C:20]([O:24][CH2:25][CH2:26][O:27][CH3:28])=[C:19]([O:29][CH3:30])[CH:18]=2)=[O:13].[NH2:32][CH:33]([C:44]1[CH:49]=[CH:48][CH:47]=[CH:46][CH:45]=1)[CH2:34][CH2:35][NH:36]C(=O)OC(C)(C)C. (3) Given the product [CH3:1][O:2][C:3]1[CH:4]=[CH:5][C:6]([C:7]([NH:20][C:21]2[N:29]=[CH:28][N:27]=[C:26]3[C:22]=2[N:23]=[CH:24][N:25]3[C@H:30]2[O:43][C@@H:42]([CH2:44][OH:45])[C@@H:32]([OH:33])[CH2:31]2)([C:14]2[CH:15]=[CH:16][CH:17]=[CH:18][CH:19]=2)[C:8]2[CH:9]=[CH:10][CH:11]=[CH:12][CH:13]=2)=[CH:54][CH:55]=1, predict the reactants needed to synthesize it. The reactants are: [CH3:1][O:2][C:3]1[CH:55]=[CH:54][C:6]([C:7]([NH:20][C:21]2[N:29]=[CH:28][N:27]=[C:26]3[C:22]=2[N:23]=[CH:24][N:25]3[C@H:30]2[O:43][C@@H:42]([CH2:44][O:45]C(=O)C3C=CC=CC=3)[C@@H:32]([O:33]C(=O)C3C=CC=CC=3)[CH2:31]2)([C:14]2[CH:19]=[CH:18][CH:17]=[CH:16][CH:15]=2)[C:8]2[CH:13]=[CH:12][CH:11]=[CH:10][CH:9]=2)=[CH:5][CH:4]=1. (4) Given the product [CH2:1]([N:5]1[C:13]2[C:12](=[O:33])[NH:11][C:10]([Cl:15])=[N:9][C:8]=2[N:7]=[C:6]1[N:16]1[CH2:21][CH2:20][CH2:19][CH:18]([N:22]([CH3:30])[C:23](=[O:29])[O:24][C:25]([CH3:28])([CH3:27])[CH3:26])[CH2:17]1)[C:2]#[C:3][CH3:4], predict the reactants needed to synthesize it. The reactants are: [CH2:1]([N:5]1[C:13]2[C:8](=[N:9][C:10]([Cl:15])=[N:11][C:12]=2Cl)[N:7]=[C:6]1[N:16]1[CH2:21][CH2:20][CH2:19][CH:18]([N:22]([CH3:30])[C:23](=[O:29])[O:24][C:25]([CH3:28])([CH3:27])[CH3:26])[CH2:17]1)[C:2]#[C:3][CH3:4].C([O-])(=[O:33])C.[Na+]. (5) Given the product [C:1]([O:4][C:5]1[CH:13]=[CH:12][C:11]([Cl:14])=[CH:10][C:6]=1[C:7]([NH:15][N:16]1[CH:21]=[CH:20][CH:19]=[CH:18][NH:17]1)=[O:9])(=[O:3])[CH3:2], predict the reactants needed to synthesize it. The reactants are: [C:1]([O:4][C:5]1[CH:13]=[CH:12][C:11]([Cl:14])=[CH:10][C:6]=1[C:7]([OH:9])=O)(=[O:3])[CH3:2].[NH2:15][N:16]1[CH:21]=[CH:20][CH:19]=[CH:18][NH:17]1. (6) Given the product [OH:10][CH:9]=[C:5]1[C:11](=[O:12])[NH:8][CH:7]2[C:18]3[C:23]([CH2:24][CH:6]12)=[CH:22][CH:21]=[C:20]([C:25]([O:27][CH3:28])=[O:26])[CH:19]=3, predict the reactants needed to synthesize it. The reactants are: CN(C=[C:5]1[C:9](=[O:10])[N:8]([C:11](OC(C)(C)C)=[O:12])[CH:7]2[C:18]3[C:23]([CH2:24][CH:6]12)=[CH:22][CH:21]=[C:20]([C:25]([O:27][CH3:28])=[O:26])[CH:19]=3)C.Cl. (7) Given the product [C:1]1([NH:7][C:8]([C:10]2[C:11]3[CH2:12][CH2:13][NH:14][CH2:15][C:16]=3[CH:17]=[CH:18][CH:19]=2)=[O:9])[CH:2]=[CH:3][CH:4]=[CH:5][CH:6]=1, predict the reactants needed to synthesize it. The reactants are: [C:1]1([NH:7][C:8]([C:10]2[CH:19]=[CH:18][CH:17]=[C:16]3[C:11]=2[CH2:12][CH2:13][N:14](C(OC(C)(C)C)=O)[CH2:15]3)=[O:9])[CH:6]=[CH:5][CH:4]=[CH:3][CH:2]=1.